This data is from Reaction yield outcomes from USPTO patents with 853,638 reactions. The task is: Predict the reaction yield, written as a fraction of the theoretical maximum amount of product (1.0 means a 100% yield; for example, 0.34 means a 34% yield). (1) The reactants are [Cl:1][C:2]1[CH:23]=[C:22]([N+:24]([O-:26])=[O:25])[C:21]([O:27][CH3:28])=[CH:20][C:3]=1[CH2:4][CH2:5][NH:6][C@H:7]([CH:9]1[CH2:14][CH2:13][N:12]([C:15]([CH:17]2[CH2:19][CH2:18]2)=[O:16])[CH2:11][CH2:10]1)[CH3:8].C(N(CC)CC)C.[CH3:36][C:37]([O:40][C:41](O[C:41]([O:40][C:37]([CH3:39])([CH3:38])[CH3:36])=[O:42])=[O:42])([CH3:39])[CH3:38].O. The yield is 0.870. The catalyst is C(Cl)Cl. The product is [Cl:1][C:2]1[CH:23]=[C:22]([N+:24]([O-:26])=[O:25])[C:21]([O:27][CH3:28])=[CH:20][C:3]=1[CH2:4][CH2:5][N:6]([C@H:7]([CH:9]1[CH2:14][CH2:13][N:12]([C:15]([CH:17]2[CH2:18][CH2:19]2)=[O:16])[CH2:11][CH2:10]1)[CH3:8])[C:41](=[O:42])[O:40][C:37]([CH3:39])([CH3:38])[CH3:36]. (2) The reactants are Br[C:2]1[CH:3]=[C:4]([CH:13]=[CH:14][CH:15]=1)[O:5][CH:6]1[CH2:11][CH2:10][N:9]([CH3:12])[CH2:8][CH2:7]1.[B:16]1([B:16]2[O:20][C:19]([CH3:22])([CH3:21])[C:18]([CH3:24])([CH3:23])[O:17]2)[O:20][C:19]([CH3:22])([CH3:21])[C:18]([CH3:24])([CH3:23])[O:17]1.CC([O-])=O.[K+]. The catalyst is CN(C=O)C. The product is [CH3:12][N:9]1[CH2:10][CH2:11][CH:6]([O:5][C:4]2[CH:13]=[CH:14][CH:15]=[C:2]([B:16]3[O:20][C:19]([CH3:22])([CH3:21])[C:18]([CH3:24])([CH3:23])[O:17]3)[CH:3]=2)[CH2:7][CH2:8]1. The yield is 0.360. (3) The reactants are [S:1]1[CH:5]=[CH:4][N:3]=[C:2]1[SH:6].C(O)(=O)C.[OH2:11].ClCl.[Cl-:14].[Na+].[OH2:16]. The catalyst is C(OCC)C. The product is [S:1]1[CH:5]=[CH:4][N:3]=[C:2]1[S:6]([Cl:14])(=[O:16])=[O:11]. The yield is 0.840. (4) The reactants are [C:1]1(=[O:5])[CH2:4][CH2:3][CH2:2]1.[CH2:6]([Mg]Cl)[C:7]1[CH:12]=[CH:11][CH:10]=[CH:9][CH:8]=1.O1CCC[CH2:16]1. No catalyst specified. The product is [CH2:6]([C:1]1([OH:5])[CH2:4][CH2:3][CH2:2][CH2:16]1)[C:7]1[CH:12]=[CH:11][CH:10]=[CH:9][CH:8]=1. The yield is 0.530. (5) The reactants are [Cl:1][C:2]1[C:7]([CH2:8]Cl)=[CH:6][CH:5]=[CH:4][N:3]=1.[C-:10]#[N:11].[Na+]. The catalyst is CS(C)=O. The product is [Cl:1][C:2]1[C:7]([CH2:8][C:10]#[N:11])=[CH:6][CH:5]=[CH:4][N:3]=1. The yield is 0.610. (6) The product is [C:1]([O:4][CH2:5][C:6]1[C:7]([S:22]([CH3:25])(=[O:23])=[O:24])=[CH:8][C:9]2[N:13]3[CH2:14][CH2:15][N:16]([C:27]4[N:32]=[C:31]([C:33]([F:34])([F:35])[F:36])[C:30]([C:37](=[O:39])[CH3:38])=[CH:29][N:28]=4)[C@H:17]([CH:18]([CH3:19])[CH3:20])[C:12]3=[N:11][C:10]=2[CH:21]=1)(=[O:3])[CH3:2]. The yield is 0.444. The catalyst is CC(O)C.C(Cl)Cl. The reactants are [C:1]([O:4][CH2:5][C:6]1[C:7]([S:22]([CH3:25])(=[O:24])=[O:23])=[CH:8][C:9]2[N:13]3[CH2:14][CH2:15][NH:16][C@H:17]([CH:18]([CH3:20])[CH3:19])[C:12]3=[N:11][C:10]=2[CH:21]=1)(=[O:3])[CH3:2].Cl[C:27]1[N:32]=[C:31]([C:33]([F:36])([F:35])[F:34])[C:30]([C:37](=[O:39])[CH3:38])=[CH:29][N:28]=1.CCN(C(C)C)C(C)C.O.